This data is from Catalyst prediction with 721,799 reactions and 888 catalyst types from USPTO. The task is: Predict which catalyst facilitates the given reaction. The catalyst class is: 1. Product: [C:8]([C:6]1[CH:7]=[C:2]([Cl:1])[CH:3]=[CH:4][C:5]=1[O:11][CH2:15][C:16]([O:18][CH3:19])=[O:17])(=[O:10])[CH3:9]. Reactant: [Cl:1][C:2]1[CH:3]=[CH:4][C:5]([OH:11])=[C:6]([C:8](=[O:10])[CH3:9])[CH:7]=1.[H-].[Na+].Br[CH2:15][C:16]([O:18][CH3:19])=[O:17].[NH4+].[Cl-].